This data is from Forward reaction prediction with 1.9M reactions from USPTO patents (1976-2016). The task is: Predict the product of the given reaction. (1) Given the reactants [CH:1]1([CH:7]([NH:18][CH2:19][C:20]2[C:25]([N+:26]([O-])=O)=[CH:24][N:23]=[C:22]([O:29][C:30]3[CH:35]=[CH:34][CH:33]=[CH:32][CH:31]=3)[CH:21]=2)[CH2:8][C:9]([NH:11][CH2:12][CH2:13][C:14]([CH3:17])([CH3:16])[CH3:15])=[O:10])[CH2:6][CH2:5][CH2:4][CH2:3][CH2:2]1.[H][H], predict the reaction product. The product is: [NH2:26][C:25]1[C:20]([CH2:19][NH:18][CH:7]([CH:1]2[CH2:2][CH2:3][CH2:4][CH2:5][CH2:6]2)[CH2:8][C:9]([NH:11][CH2:12][CH2:13][C:14]([CH3:15])([CH3:16])[CH3:17])=[O:10])=[CH:21][C:22]([O:29][C:30]2[CH:35]=[CH:34][CH:33]=[CH:32][CH:31]=2)=[N:23][CH:24]=1. (2) Given the reactants [NH2:1][C:2]1[C:3]2[C:10]([C:11]3[CH:16]=[CH:15][C:14]([O:17][CH2:18][C:19]4[N:23]([CH2:24][O:25][C:26](=[O:31])[C:27]([CH3:30])([CH3:29])[CH3:28])[N:22]=[N:21][CH:20]=4)=[CH:13][CH:12]=3)=[C:9](Br)[N:8]([C@@H:33]3[CH2:37][CH2:36][N:35]([C:38]([O:40][C:41]([CH3:44])([CH3:43])[CH3:42])=[O:39])[CH2:34]3)[C:4]=2[N:5]=[CH:6][N:7]=1.[CH3:45]B(O)O.C1(P(C2CCCCC2)C2CCCCC2)CCCCC1, predict the reaction product. The product is: [NH2:1][C:2]1[C:3]2[C:10]([C:11]3[CH:16]=[CH:15][C:14]([O:17][CH2:18][C:19]4[N:23]([CH2:24][O:25][C:26](=[O:31])[C:27]([CH3:30])([CH3:29])[CH3:28])[N:22]=[N:21][CH:20]=4)=[CH:13][CH:12]=3)=[C:9]([CH3:45])[N:8]([C@@H:33]3[CH2:37][CH2:36][N:35]([C:38]([O:40][C:41]([CH3:44])([CH3:43])[CH3:42])=[O:39])[CH2:34]3)[C:4]=2[N:5]=[CH:6][N:7]=1. (3) The product is: [NH:7]1[C:8]2[CH:21]=[CH:20][CH:19]=[CH:18][C:9]=2[N:10]=[C:6]1[C@H:4]1[CH2:3][C@H:2]([OH:1])[CH2:5]1. Given the reactants [OH:1][C@H:2]1[CH2:5][C@H:4]([C:6]2[N:10](C(OC(C)(C)C)=O)[C:9]3[CH:18]=[CH:19][CH:20]=[CH:21][C:8]=3[N:7]=2)[CH2:3]1, predict the reaction product. (4) Given the reactants [CH2:1]([O:8][C:9]1[C:14]([CH3:15])=[CH:13][CH:12]=[CH:11][C:10]=1/[CH:16]=[CH:17]\[C:18]([OH:20])=O)[C:2]1[CH:7]=[CH:6][CH:5]=[CH:4][CH:3]=1.C1(C)C=CC=CC=1.C1(P([N:42]=[N+:43]=[N-:44])(C2C=CC=CC=2)=O)C=CC=CC=1.C1CCN2C(=NCCC2)CC1, predict the reaction product. The product is: [CH2:1]([O:8][C:9]1[C:14]([CH3:15])=[CH:13][CH:12]=[CH:11][C:10]=1/[CH:16]=[CH:17]\[C:18]([N:42]=[N+:43]=[N-:44])=[O:20])[C:2]1[CH:7]=[CH:6][CH:5]=[CH:4][CH:3]=1. (5) Given the reactants CC([O-])(C)C.[Na+].[NH:7]1[C:15]2[C:10](=[CH:11][CH:12]=[CH:13][CH:14]=2)[CH:9]=[CH:8]1.Br[C:17]1[CH:22]=[CH:21][C:20]([CH3:23])=[CH:19][CH:18]=1, predict the reaction product. The product is: [CH3:23][C:20]1[CH:21]=[CH:22][C:17]([N:7]2[C:15]3[C:10](=[CH:11][CH:12]=[CH:13][CH:14]=3)[CH:9]=[CH:8]2)=[CH:18][CH:19]=1.